From a dataset of Reaction yield outcomes from USPTO patents with 853,638 reactions. Predict the reaction yield, written as a fraction of the theoretical maximum amount of product (1.0 means a 100% yield; for example, 0.34 means a 34% yield). The reactants are [C:1]([O:5][C:6]([N:8]1[CH2:13][CH2:12][N:11]([CH2:14][C:15]([N:17]2[C:25]3[C:20](=[CH:21][CH:22]=[C:23]([N+:26]([O-])=O)[CH:24]=3)[CH2:19][CH2:18]2)=[O:16])[CH2:10][C@H:9]1[CH3:29])=[O:7])([CH3:4])([CH3:3])[CH3:2]. The catalyst is [Pd].CO. The product is [C:1]([O:5][C:6]([N:8]1[CH2:13][CH2:12][N:11]([CH2:14][C:15]([N:17]2[C:25]3[C:20](=[CH:21][CH:22]=[C:23]([NH2:26])[CH:24]=3)[CH2:19][CH2:18]2)=[O:16])[CH2:10][C@H:9]1[CH3:29])=[O:7])([CH3:4])([CH3:2])[CH3:3]. The yield is 1.00.